The task is: Predict the reaction yield, written as a fraction of the theoretical maximum amount of product (1.0 means a 100% yield; for example, 0.34 means a 34% yield).. This data is from Reaction yield outcomes from USPTO patents with 853,638 reactions. The reactants are O1CCOCC1.[NH:7]1[C:15]2[C:10](=[CH:11][CH:12]=[CH:13][CH:14]=2)[C:9]2([C:27]3[C:18](=[CH:19][C:20]4[O:25][CH2:24][CH2:23][O:22][C:21]=4[CH:26]=3)[O:17][CH2:16]2)[C:8]1=[O:28].C(=O)([O-])[O-].[Cs+].[Cs+].Cl.Cl[CH2:37][C:38]1[C:43]([C:44]([F:47])([F:46])[F:45])=[CH:42][CH:41]=[CH:40][N:39]=1. The catalyst is ClCCl.O. The product is [F:47][C:44]([F:45])([F:46])[C:43]1[C:38]([CH2:37][N:7]2[C:15]3[C:10](=[CH:11][CH:12]=[CH:13][CH:14]=3)[C:9]3([C:27]4[C:18](=[CH:19][C:20]5[O:25][CH2:24][CH2:23][O:22][C:21]=5[CH:26]=4)[O:17][CH2:16]3)[C:8]2=[O:28])=[N:39][CH:40]=[CH:41][CH:42]=1. The yield is 0.810.